From a dataset of Reaction yield outcomes from USPTO patents with 853,638 reactions. Predict the reaction yield, written as a fraction of the theoretical maximum amount of product (1.0 means a 100% yield; for example, 0.34 means a 34% yield). (1) The reactants are [Cl:1][C:2]1[C:7]([CH:8]=[O:9])=[C:6]([N:10]2[CH2:22][CH2:21][C:20]3[N:19]4[C:14]([CH2:15][CH2:16][CH2:17][CH2:18]4)=[CH:13][C:12]=3[C:11]2=[O:23])[N:5]=[CH:4][CH:3]=1.[BH4-].[Na+]. The product is [Cl:1][C:2]1[CH:3]=[CH:4][N:5]=[C:6]([N:10]2[CH2:22][CH2:21][C:20]3[N:19]4[C:14]([CH2:15][CH2:16][CH2:17][CH2:18]4)=[CH:13][C:12]=3[C:11]2=[O:23])[C:7]=1[CH2:8][OH:9]. The yield is 0.920. The catalyst is CO. (2) The reactants are [CH:1]([N:4](CC)C(C)C)(C)[CH3:2].BrCC#N.[N:14]([C:17]1[CH:54]=[CH:53][C:20]([CH2:21][O:22][C:23]([NH:25][C@@H:26]([CH2:46][S:47][S:48][C:49]([CH3:52])([CH3:51])[CH3:50])[C:27]([NH:29][CH2:30][CH2:31][CH2:32][CH2:33][C@H:34]([NH:38][C:39]([O:41][C:42]([CH3:45])([CH3:44])[CH3:43])=[O:40])[C:35]([OH:37])=[O:36])=[O:28])=[O:24])=[CH:19][CH:18]=1)=[N+:15]=[N-:16]. The catalyst is C(#N)C. The product is [N:14]([C:17]1[CH:18]=[CH:19][C:20]([CH2:21][O:22][C:23]([NH:25][C@@H:26]([CH2:46][S:47][S:48][C:49]([CH3:52])([CH3:51])[CH3:50])[C:27]([NH:29][CH2:30][CH2:31][CH2:32][CH2:33][C@H:34]([NH:38][C:39]([O:41][C:42]([CH3:45])([CH3:43])[CH3:44])=[O:40])[C:35]([O:37][CH2:2][C:1]#[N:4])=[O:36])=[O:28])=[O:24])=[CH:53][CH:54]=1)=[N+:15]=[N-:16]. The yield is 0.830. (3) The reactants are [CH3:1][N:2]([CH3:17])[CH:3]([CH2:7][CH2:8][S:9][S:10][C:11]1[CH:16]=[CH:15][CH:14]=[CH:13][N:12]=1)[C:4]([OH:6])=[O:5].O[N:19]1[C:23](=[O:24])[CH2:22][CH2:21][C:20]1=[O:25].C(Cl)CCl. The catalyst is CC(N(C)C)=O. The product is [CH3:17][N:2]([CH3:1])[CH:3]([CH2:7][CH2:8][S:9][S:10][C:11]1[CH:16]=[CH:15][CH:14]=[CH:13][N:12]=1)[C:4]([O:6][N:19]1[C:23](=[O:24])[CH2:22][CH2:21][C:20]1=[O:25])=[O:5]. The yield is 0.350. (4) The reactants are [Cl:1][C:2]1[CH:7]=[C:6]([Cl:8])[CH:5]=[CH:4][C:3]=1[C:9]1[O:13][N:12]=[CH:11][C:10]=1[CH2:14][CH2:15][C:16](OC)=[O:17].[H-].C([Al+]CC(C)C)C(C)C.Cl. The catalyst is O1CCCC1. The product is [Cl:1][C:2]1[CH:7]=[C:6]([Cl:8])[CH:5]=[CH:4][C:3]=1[C:9]1[O:13][N:12]=[CH:11][C:10]=1[CH2:14][CH2:15][CH2:16][OH:17]. The yield is 0.920. (5) The product is [F:15][C:16]([F:30])([F:29])[CH2:17][O:1][C:2]1[CH:3]=[C:4]([CH:7]=[CH:8][CH:9]=1)[CH:5]=[O:6]. The reactants are [OH:1][C:2]1[CH:3]=[C:4]([CH:7]=[CH:8][CH:9]=1)[CH:5]=[O:6].CO.C[O-].[Na+].[F:15][C:16]([F:30])([F:29])[CH2:17]OS(C1C=CC(C)=CC=1)(=O)=O. The catalyst is CCCCCC.C1(C)C=CC=CC=1.C(OCC)(=O)C. The yield is 0.260. (6) The reactants are [CH3:1][O:2][C:3]1[CH:12]=[C:11]2[C:6]([CH:7]=[CH:8][CH:9]=[C:10]2[C:13]([OH:15])=O)=[CH:5][CH:4]=1.[Cl-].[Al+3].[Cl-].[Cl-].[O:20]1C=CC=[C:21]1C(O)=O.C1(OC)C=CC=CC=1.COC1C=CC(CCCC(OCC)=O)=CC=1.COC1C=C2C(CCC=C2C(O)=O)=CC=1.COC1C=CC2C(=CC=CC=2)C=1.C(Cl)(=O)C(Cl)=O. No catalyst specified. The product is [CH3:1][O:2][C:3]1[CH:4]=[CH:5][C:6]2[C:11]3[C:12]=1[C:21](=[O:20])[C:13](=[O:15])[C:10]=3[CH:9]=[CH:8][CH:7]=2. The yield is 0.120. (7) The reactants are C(O)(=O)C.[CH2:5]([O:9][C:10]1[CH:15]=[CH:14][CH:13]=[C:12](/[CH:16]=[CH:17]/[N+:18]([O-:20])=[O:19])[CH:11]=1)[CH2:6][CH2:7][CH3:8].[BH4-].[Na+]. The catalyst is CS(C)=O. The product is [CH2:5]([O:9][C:10]1[CH:15]=[CH:14][CH:13]=[C:12]([CH2:16][CH2:17][N+:18]([O-:20])=[O:19])[CH:11]=1)[CH2:6][CH2:7][CH3:8]. The yield is 0.580.